From a dataset of Catalyst prediction with 721,799 reactions and 888 catalyst types from USPTO. Predict which catalyst facilitates the given reaction. (1) Reactant: [CH:1]([NH2:4])([CH3:3])[CH3:2].[I-].[Na+].CS(O[CH2:12][C:13]1[CH:14]=[C:15]([NH:23][C:24]([N:26]2[C:34]3[C:29](=[CH:30][C:31]([O:35][C:36]4[C:37]5[CH2:45][CH2:44][N:43](C(OC(C)(C)C)=O)[CH2:42][C:38]=5[N:39]=[CH:40][N:41]=4)=[CH:32][CH:33]=3)[CH:28]=[CH:27]2)=[O:25])[CH:16]=[C:17]([C:19]([F:22])([F:21])[F:20])[CH:18]=1)(=O)=O. Product: [CH:1]([NH:4][CH2:12][C:13]1[CH:14]=[C:15]([NH:23][C:24]([N:26]2[C:34]3[C:29](=[CH:30][C:31]([O:35][C:36]4[C:37]5[CH2:45][CH2:44][NH:43][CH2:42][C:38]=5[N:39]=[CH:40][N:41]=4)=[CH:32][CH:33]=3)[CH:28]=[CH:27]2)=[O:25])[CH:16]=[C:17]([C:19]([F:22])([F:21])[F:20])[CH:18]=1)([CH3:3])[CH3:2]. The catalyst class is: 2. (2) Reactant: [CH3:1][C:2]1([C:8]2[CH:13]=[CH:12][CH:11]=[CH:10][CH:9]=2)[CH2:7][CH2:6][O:5][CH2:4][CH2:3]1.[Cl:14][S:15](O)(=[O:17])=[O:16]. Product: [CH3:1][C:2]1([C:8]2[CH:13]=[CH:12][C:11]([S:15]([Cl:14])(=[O:17])=[O:16])=[CH:10][CH:9]=2)[CH2:3][CH2:4][O:5][CH2:6][CH2:7]1. The catalyst class is: 2. (3) Reactant: [NH2:1][C:2]1[N:6]([C@@H:7]2[CH2:12][CH2:11][CH2:10][NH:9][CH2:8]2)[N:5]=[C:4]([C:13]2[CH:18]=[CH:17][C:16]([O:19][C:20]3[CH:25]=[CH:24][CH:23]=[CH:22][CH:21]=3)=[CH:15][CH:14]=2)[C:3]=1[C:26]([NH2:28])=[O:27].CCN(C(C)C)C(C)C.[C:38](Cl)(=[O:41])[CH:39]=[CH2:40].O. Product: [C:38]([N:9]1[CH2:10][CH2:11][CH2:12][C@@H:7]([N:6]2[C:2]([NH2:1])=[C:3]([C:26]([NH2:28])=[O:27])[C:4]([C:13]3[CH:14]=[CH:15][C:16]([O:19][C:20]4[CH:25]=[CH:24][CH:23]=[CH:22][CH:21]=4)=[CH:17][CH:18]=3)=[N:5]2)[CH2:8]1)(=[O:41])[CH:39]=[CH2:40]. The catalyst class is: 2. (4) Reactant: [F:1][CH2:2][CH2:3][O:4][CH2:5][CH2:6][O:7][C:8]1[CH:13]=[CH:12][C:11]([C:14](=[O:24])/[CH:15]=[CH:16]/[C:17]2[CH:22]=[CH:21][C:20]([NH2:23])=[CH:19][CH:18]=2)=[CH:10][CH:9]=1.[C:25]([O-])([O-])=O.[K+].[K+].O. Product: [F:1][CH2:2][CH2:3][O:4][CH2:5][CH2:6][O:7][C:8]1[CH:13]=[CH:12][C:11]([C:14](=[O:24])/[CH:15]=[CH:16]/[C:17]2[CH:22]=[CH:21][C:20]([NH:23][CH3:25])=[CH:19][CH:18]=2)=[CH:10][CH:9]=1. The catalyst class is: 16. (5) The catalyst class is: 2. Reactant: [CH:1]1([C:4]2[NH:8][C:7]3[C:9]([O:25]C)=[CH:10][CH:11]=[C:12]([NH:13][C:14](=[O:24])[CH2:15][C:16]4[CH:21]=[CH:20][C:19]([O:22]C)=[CH:18][CH:17]=4)[C:6]=3[N:5]=2)[CH2:3][CH2:2]1.B(Br)(Br)Br.[NH4+].[OH-]. Product: [CH:1]1([C:4]2[NH:8][C:7]3[C:9]([OH:25])=[CH:10][CH:11]=[C:12]([NH:13][C:14](=[O:24])[CH2:15][C:16]4[CH:17]=[CH:18][C:19]([OH:22])=[CH:20][CH:21]=4)[C:6]=3[N:5]=2)[CH2:3][CH2:2]1. (6) Reactant: [Cl:1][C:2]1[N:7]=[C:6](Cl)[C:5]([Cl:9])=[CH:4][N:3]=1.[CH3:10][Mg]Br. Product: [Cl:1][C:2]1[N:7]=[C:6]([CH3:10])[C:5]([Cl:9])=[CH:4][N:3]=1. The catalyst class is: 7. (7) Reactant: [Cl:1][C:2]1[C:3]([O:17][Si:18]([CH:25]([CH3:27])[CH3:26])([CH:22]([CH3:24])[CH3:23])[CH:19]([CH3:21])[CH3:20])=[CH:4][C:5]([OH:16])=[C:6]([NH:8][C:9]([CH:11]2[CH2:15][CH2:14][CH2:13][CH2:12]2)=[O:10])[CH:7]=1.C(=O)([O-])[O-].[Cs+].[Cs+].[N+](C1C=C(S(O[CH2:47][C@@H:48]2[CH2:50][O:49]2)(=O)=O)C=CC=1)([O-])=O. Product: [Cl:1][C:2]1[C:3]([O:17][Si:18]([CH:22]([CH3:24])[CH3:23])([CH:25]([CH3:27])[CH3:26])[CH:19]([CH3:20])[CH3:21])=[CH:4][C:5]([O:16][CH2:47][CH:48]2[CH2:50][O:49]2)=[C:6]([NH:8][C:9]([CH:11]2[CH2:15][CH2:14][CH2:13][CH2:12]2)=[O:10])[CH:7]=1. The catalyst class is: 12. (8) Reactant: C([N:8]1[CH2:15][CH2:14][N:13]([C:16]2[C:17]3[CH:24]=[CH:23][NH:22][C:18]=3[N:19]=[CH:20][N:21]=2)[CH2:12][C:9]21[CH2:11][CH2:10]2)C1C=CC=CC=1.C([O-])=O.[NH4+]. Product: [CH2:11]1[C:9]2([CH2:12][N:13]([C:16]3[C:17]4[CH:24]=[CH:23][NH:22][C:18]=4[N:19]=[CH:20][N:21]=3)[CH2:14][CH2:15][NH:8]2)[CH2:10]1. The catalyst class is: 19.